This data is from Forward reaction prediction with 1.9M reactions from USPTO patents (1976-2016). The task is: Predict the product of the given reaction. (1) Given the reactants C1C=C[NH+]=CC=1.[O-][Cr](Cl)(=O)=O.[OH:12][CH2:13][C:14]1[CH:15]=[C:16]([CH2:26][C:27]#[N:28])[CH:17]=[C:18]([O:20][CH2:21][C@@H:22]([CH3:25])[CH2:23][CH3:24])[CH:19]=1.CCOC(C)=O, predict the reaction product. The product is: [CH:13]([C:14]1[CH:15]=[C:16]([CH2:26][C:27]#[N:28])[CH:17]=[C:18]([O:20][CH2:21][C@@H:22]([CH3:25])[CH2:23][CH3:24])[CH:19]=1)=[O:12]. (2) Given the reactants [NH:1]1[C:9]2[C:4](=[CH:5][CH:6]=[CH:7][CH:8]=2)[C:3]([CH2:10]N(C)C)=[CH:2]1.[C-:14]#[N:15].[Na+], predict the reaction product. The product is: [NH:1]1[C:9]2[C:4](=[CH:5][CH:6]=[CH:7][CH:8]=2)[C:3]([CH2:10][C:14]#[N:15])=[CH:2]1. (3) Given the reactants [CH3:1][S:2]([NH:5][C:6]1[CH:21]=[CH:20][C:9]2[NH:10][C:11]([CH2:16][C:17](O)=[O:18])=[N:12][S:13](=[O:15])(=[O:14])[C:8]=2[CH:7]=1)(=[O:4])=[O:3].[F:22][C:23]1[CH:28]=[CH:27][C:26]([CH2:29][NH:30][C@H:31]2[CH:39]3[CH2:40][CH:35]4[CH2:36][CH:37]([CH2:41][CH:33]([CH2:34]4)[C@H:32]2[C:42](OCC)=[O:43])[CH2:38]3)=[CH:25][CH:24]=1.Cl.CN(C)CCCN=C=NCC.C(N(CC)CC)C.Cl, predict the reaction product. The product is: [F:22][C:23]1[CH:28]=[CH:27][C:26]([CH2:29][N:30]2[C:17](=[O:18])[C:16]([C:11]3[NH:10][C:9]4[CH:20]=[CH:21][C:6]([NH:5][S:2]([CH3:1])(=[O:4])=[O:3])=[CH:7][C:8]=4[S:13](=[O:15])(=[O:14])[N:12]=3)=[C:42]([OH:43])[C@H:32]3[C@@H:31]2[CH:39]2[CH2:38][CH:37]4[CH2:41][CH:33]3[CH2:34][CH:35]([CH2:36]4)[CH2:40]2)=[CH:25][CH:24]=1. (4) The product is: [N+:19]([C:16]1[CH:17]=[CH:18][C:13]([N:9]2[CH2:8][CH2:7][C:6]3[C:11](=[CH:2][N:3]=[CH:4][CH:5]=3)[CH2:10]2)=[CH:14][CH:15]=1)([O-:21])=[O:20]. Given the reactants Cl.[CH2:2]1[C:11]2[C:6](=[CH:7][CH:8]=[N:9][CH:10]=2)[CH2:5][CH2:4][NH:3]1.F[C:13]1[CH:18]=[CH:17][C:16]([N+:19]([O-:21])=[O:20])=[CH:15][CH:14]=1.C(=O)([O-])[O-].[K+].[K+], predict the reaction product. (5) Given the reactants [CH2:1]([O:3][C:4]1[CH:35]=[C:34]([F:36])[C:7]([CH2:8][N:9]2[C:17]3[C:12](=[CH:13][CH:14]=[CH:15][CH:16]=3)[C:11]([C:18]3[N:23]=[C:22]([NH2:24])[C:21](/[N:25]=N/C4C=CC=CC=4)=[C:20]([NH2:33])[N:19]=3)=[N:10]2)=[C:6]([F:37])[CH:5]=1)[CH3:2], predict the reaction product. The product is: [CH2:1]([O:3][C:4]1[CH:5]=[C:6]([F:37])[C:7]([CH2:8][N:9]2[C:17]3[C:12](=[CH:13][CH:14]=[CH:15][CH:16]=3)[C:11]([C:18]3[N:23]=[C:22]([NH2:24])[C:21]([NH2:25])=[C:20]([NH2:33])[N:19]=3)=[N:10]2)=[C:34]([F:36])[CH:35]=1)[CH3:2].